Predict the reactants needed to synthesize the given product. From a dataset of Full USPTO retrosynthesis dataset with 1.9M reactions from patents (1976-2016). (1) Given the product [C:32]([C:34]1[S:38][C:37]([C:2]2[CH:3]=[C:4]3[C:9](=[CH:10][CH:11]=2)[N:8]=[CH:7][C:6]([C:12]([CH:14]2[CH2:15][CH2:16]2)=[O:13])=[C:5]3[NH:17][C@H:18]2[CH2:23][CH2:22][C@H:21]([NH:24][C:25](=[O:31])[O:26][C:27]([CH3:29])([CH3:28])[CH3:30])[CH2:20][CH2:19]2)=[CH:36][CH:35]=1)#[N:33], predict the reactants needed to synthesize it. The reactants are: Br[C:2]1[CH:3]=[C:4]2[C:9](=[CH:10][CH:11]=1)[N:8]=[CH:7][C:6]([C:12]([CH:14]1[CH2:16][CH2:15]1)=[O:13])=[C:5]2[NH:17][C@H:18]1[CH2:23][CH2:22][C@H:21]([NH:24][C:25](=[O:31])[O:26][C:27]([CH3:30])([CH3:29])[CH3:28])[CH2:20][CH2:19]1.[C:32]([C:34]1[S:38][C:37](B(O)O)=[CH:36][CH:35]=1)#[N:33]. (2) Given the product [CH2:1]([C:3]([C:15]1[CH:20]=[CH:19][C:18]([OH:21])=[C:17]([CH3:22])[CH:16]=1)([C:6]1[CH:11]=[CH:10][C:9]([C:12]#[C:13][CH:36]([OH:37])[C:35]([CH3:39])([CH3:38])[CH3:34])=[C:8]([CH3:14])[CH:7]=1)[CH2:4][CH3:5])[CH3:2], predict the reactants needed to synthesize it. The reactants are: [CH2:1]([C:3]([C:15]1[CH:20]=[CH:19][C:18]([OH:21])=[C:17]([CH3:22])[CH:16]=1)([C:6]1[CH:11]=[CH:10][C:9]([C:12]#[CH:13])=[C:8]([CH3:14])[CH:7]=1)[CH2:4][CH3:5])[CH3:2].C([Li])CCC.CCCCCC.[CH3:34][C:35]([CH3:39])([CH3:38])[CH:36]=[O:37].[NH4+].[Cl-]. (3) Given the product [C:1]([CH2:3][C:4]1([N:18]2[CH:22]=[C:21]([C:23]3[C:24]4[CH:31]=[CH:30][NH:29][C:25]=4[N:26]=[CH:27][N:28]=3)[CH:20]=[N:19]2)[CH2:7][N:6]([C:8]2[CH:16]=[CH:15][C:11]([C:12]([NH:47][C@H:51]([CH:50]3[CH2:55][CH2:54]3)[CH3:52])=[O:13])=[CH:10][C:9]=2[F:17])[CH2:5]1)#[N:2], predict the reactants needed to synthesize it. The reactants are: [C:1]([CH2:3][C:4]1([N:18]2[CH:22]=[C:21]([C:23]3[C:24]4[CH:31]=[CH:30][N:29](COCC[Si](C)(C)C)[C:25]=4[N:26]=[CH:27][N:28]=3)[CH:20]=[N:19]2)[CH2:7][N:6]([C:8]2[CH:16]=[CH:15][C:11]([C:12](O)=[O:13])=[CH:10][C:9]=2[F:17])[CH2:5]1)#[N:2].F[P-](F)(F)(F)(F)F.[N:47]1(O[P+](N(C)C)(N(C)C)N(C)C)[C:51]2[CH:52]=C[CH:54]=[CH:55][C:50]=2N=N1.C1([C@@H](N)C)CC1.C(N(CC)CC)C.C([O-])(O)=O.[Na+].C(N)CN. (4) The reactants are: [C:1]1([NH:7][C:8]([NH:10][C:11]2[CH:16]=[CH:15][CH:14]=[CH:13][N:12]=2)=S)[CH:6]=[CH:5][CH:4]=[CH:3][CH:2]=1.S(OC)(OC)(=O)=O.Cl.NO.C([N:30](CC)C(C)C)(C)C.C(=O)([O-])[O-].[K+].[K+].C(Cl)(Cl)=O. Given the product [C:1]1([NH:7][C:8]2[N:10]=[C:11]3[CH:16]=[CH:15][CH:14]=[CH:13][N:12]3[N:30]=2)[CH:6]=[CH:5][CH:4]=[CH:3][CH:2]=1, predict the reactants needed to synthesize it.